This data is from Reaction yield outcomes from USPTO patents with 853,638 reactions. The task is: Predict the reaction yield, written as a fraction of the theoretical maximum amount of product (1.0 means a 100% yield; for example, 0.34 means a 34% yield). The reactants are [NH2:1][C@H:2]([C:28]([O:30][C:31]([CH3:34])([CH3:33])[CH3:32])=[O:29])[CH2:3][C:4]1[N:8]=[CH:7][N:6]([C:9]([C:22]2[CH:27]=[CH:26][CH:25]=[CH:24][CH:23]=2)([C:16]2[CH:21]=[CH:20][CH:19]=[CH:18][CH:17]=2)[C:10]2[CH:15]=[CH:14][CH:13]=[CH:12][CH:11]=2)[CH:5]=1.C1C=CC2N(O)N=NC=2C=1.[NH:45]([C:50]([CH2:52][CH2:53][CH2:54][CH2:55][CH2:56][CH2:57][CH2:58][CH2:59][CH2:60][CH2:61][CH2:62][CH2:63][CH2:64][CH2:65][CH3:66])=[O:51])[CH2:46][C:47](O)=[O:48].Cl. The catalyst is C(OCC)(=O)C.O. The product is [NH:45]([C:50]([CH2:52][CH2:53][CH2:54][CH2:55][CH2:56][CH2:57][CH2:58][CH2:59][CH2:60][CH2:61][CH2:62][CH2:63][CH2:64][CH2:65][CH3:66])=[O:51])[CH2:46][C:47]([NH:1][C@H:2]([C:28]([O:30][C:31]([CH3:34])([CH3:33])[CH3:32])=[O:29])[CH2:3][C:4]1[N:8]=[CH:7][N:6]([C:9]([C:16]2[CH:17]=[CH:18][CH:19]=[CH:20][CH:21]=2)([C:10]2[CH:11]=[CH:12][CH:13]=[CH:14][CH:15]=2)[C:22]2[CH:27]=[CH:26][CH:25]=[CH:24][CH:23]=2)[CH:5]=1)=[O:48]. The yield is 1.18.